From a dataset of Forward reaction prediction with 1.9M reactions from USPTO patents (1976-2016). Predict the product of the given reaction. (1) Given the reactants [NH2:1][CH2:2][C@@H:3]1[C@H:8]([CH3:9])[CH2:7][CH2:6][CH2:5][N:4]1[C:10]([C:12]1[CH:17]=[C:16]([CH3:18])[CH:15]=[CH:14][C:13]=1N1C=NC(C(F)(F)F)=N1)=[O:11].Br[C:29]1[CH:34]=[CH:33][CH:32]=[C:31]([CH3:35])[N:30]=1, predict the reaction product. The product is: [NH2:1][CH2:2][C@@H:3]1[C@H:8]([CH3:9])[CH2:7][CH2:6][CH2:5][N:4]1[C:10]([C:12]1[CH:17]=[C:16]([CH3:18])[CH:15]=[CH:14][C:13]=1[C:29]1[CH:34]=[CH:33][CH:32]=[C:31]([CH3:35])[N:30]=1)=[O:11]. (2) Given the reactants [CH3:1][C:2]1[C:8]([O:9][CH3:10])=[CH:7][CH:6]=[CH:5][C:3]=1N.N([O-])=[O:12].[Na+].O, predict the reaction product. The product is: [CH3:1][C:2]1[C:8]([O:9][CH3:10])=[CH:7][CH:6]=[CH:5][C:3]=1[OH:12]. (3) Given the reactants Cl[C:2]1[C:11]2[C:6](=[CH:7][CH:8]=[CH:9][CH:10]=2)[C:5]([C:12]2[CH:17]=[CH:16][CH:15]=[CH:14][CH:13]=2)=[N:4][N:3]=1.C1([NH2:24])C=CC=CC=1, predict the reaction product. The product is: [C:12]1([C:5]2[C:6]3[C:11](=[CH:10][CH:9]=[CH:8][CH:7]=3)[C:2]([NH2:24])=[N:3][N:4]=2)[CH:17]=[CH:16][CH:15]=[CH:14][CH:13]=1. (4) Given the reactants [Cl:1][C:2]1[CH:7]=[C:6]([F:8])[C:5]([N:9]2[CH:13]=[CH:12][CH:11]=[C:10]2[CH:14]=[CH:15][C:16]([O:18][CH3:19])=[O:17])=[C:4]([CH:20]([C:22]2[CH:27]=[CH:26][CH:25]=[C:24]([O:28][CH3:29])[C:23]=2[O:30][CH3:31])[OH:21])[CH:3]=1.FC(F)(F)C(O)=O, predict the reaction product. The product is: [Cl:1][C:2]1[CH:7]=[C:6]([F:8])[C:5]2[N:9]3[CH:13]=[CH:12][CH:11]=[C:10]3[CH:14]([CH2:15][C:16]([O:18][CH3:19])=[O:17])[O:21][CH:20]([C:22]3[CH:27]=[CH:26][CH:25]=[C:24]([O:28][CH3:29])[C:23]=3[O:30][CH3:31])[C:4]=2[CH:3]=1. (5) Given the reactants Br.C(O)(=O)C.[Si:6]([O:23][C@@H:24]1[C@@H:28]([CH2:29][O:30][Si:31]([C:44]([CH3:47])([CH3:46])[CH3:45])([C:38]2[CH:43]=[CH:42][CH:41]=[CH:40][CH:39]=2)[C:32]2[CH:37]=[CH:36][CH:35]=[CH:34][CH:33]=2)[O:27][CH:26]([O:48]C)[C@H:25]1[F:50])([C:19]([CH3:22])([CH3:21])[CH3:20])([C:13]1[CH:18]=[CH:17][CH:16]=[CH:15][CH:14]=1)[C:7]1[CH:12]=[CH:11][CH:10]=[CH:9][CH:8]=1.C(OCC)(=O)C.O, predict the reaction product. The product is: [Si:6]([O:23][C@@H:24]1[C@@H:28]([CH2:29][O:30][Si:31]([C:44]([CH3:47])([CH3:46])[CH3:45])([C:32]2[CH:33]=[CH:34][CH:35]=[CH:36][CH:37]=2)[C:38]2[CH:39]=[CH:40][CH:41]=[CH:42][CH:43]=2)[O:27][CH:26]([OH:48])[C@H:25]1[F:50])([C:19]([CH3:21])([CH3:22])[CH3:20])([C:13]1[CH:18]=[CH:17][CH:16]=[CH:15][CH:14]=1)[C:7]1[CH:12]=[CH:11][CH:10]=[CH:9][CH:8]=1. (6) Given the reactants [C:1]([O:5][C:6]([NH:8][C@H:9]([C:13]1[CH:18]=[CH:17][C:16]([O:19][CH2:20][C@H:21]2[CH2:25][O:24][C:23]([CH3:27])([CH3:26])[O:22]2)=[CH:15][CH:14]=1)[C:10](O)=[O:11])=[O:7])([CH3:4])([CH3:3])[CH3:2].[CH3:28][O:29][C:30]([C:32]1[N:33]=[C:34]([NH:37][C:38](=[O:48])[C@@H:39]([NH2:47])[CH2:40][C:41]2[CH:46]=[CH:45][CH:44]=[CH:43][CH:42]=2)[S:35][CH:36]=1)=[O:31].Cl.CN(C)CCCN=C=NCC.O.ON1C2C=CC=CC=2N=N1, predict the reaction product. The product is: [CH3:28][O:29][C:30]([C:32]1[N:33]=[C:34]([NH:37][C:38](=[O:48])[C@@H:39]([NH:47][C:10](=[O:11])[C@H:9]([NH:8][C:6]([O:5][C:1]([CH3:2])([CH3:4])[CH3:3])=[O:7])[C:13]2[CH:18]=[CH:17][C:16]([O:19][CH2:20][C@H:21]3[CH2:25][O:24][C:23]([CH3:27])([CH3:26])[O:22]3)=[CH:15][CH:14]=2)[CH2:40][C:41]2[CH:46]=[CH:45][CH:44]=[CH:43][CH:42]=2)[S:35][CH:36]=1)=[O:31]. (7) Given the reactants Cl[CH2:2][C:3]1[S:4][C:5]2[C:10]([N:11]=1)=[CH:9][CH:8]=[CH:7][N:6]=2.[S:12]1[CH:16]=[CH:15][N:14]=[C:13]1[N:17]1[CH2:22][CH2:21][NH:20][CH2:19][CH2:18]1.CCN(C(C)C)C(C)C, predict the reaction product. The product is: [S:12]1[CH:16]=[CH:15][N:14]=[C:13]1[N:17]1[CH2:18][CH2:19][N:20]([CH2:2][C:3]2[S:4][C:5]3[C:10]([N:11]=2)=[CH:9][CH:8]=[CH:7][N:6]=3)[CH2:21][CH2:22]1. (8) Given the reactants [Cl:1][C:2]1[C:3]([CH2:31][N:32]2[CH2:36][CH2:35][C@@H:34]([NH:37]C(=O)OC(C)(C)C)[CH2:33]2)=[C:4]([O:26][C:27]([F:30])([F:29])[F:28])[CH:5]=[C:6]2[C:11]=1[N:10]=[CH:9][N:8]([CH2:12][C:13]1[CH:18]=[C:17]([Cl:19])[CH:16]=[CH:15][C:14]=1[S:20]([CH2:23][CH3:24])(=[O:22])=[O:21])[C:7]2=[O:25].Cl.C(S(N1C=CC=C1CN)(=O)=O)C, predict the reaction product. The product is: [NH2:37][C@@H:34]1[CH2:35][CH2:36][N:32]([CH2:31][C:3]2[C:2]([Cl:1])=[C:11]3[C:6]([C:7](=[O:25])[N:8]([CH2:12][C:13]4[CH:18]=[C:17]([Cl:19])[CH:16]=[CH:15][C:14]=4[S:20]([CH2:23][CH3:24])(=[O:21])=[O:22])[CH:9]=[N:10]3)=[CH:5][C:4]=2[O:26][C:27]([F:28])([F:29])[F:30])[CH2:33]1. (9) Given the reactants [Li]CCCC.CCCCCC.Br[C:13]1[CH:14]=[C:15]([CH:19]2[O:23][CH2:22][CH2:21][O:20]2)[CH:16]=[CH:17][CH:18]=1.[CH:24](N1CCCCC1)=[O:25], predict the reaction product. The product is: [O:20]1[CH2:21][CH2:22][O:23][CH:19]1[C:15]1[CH:14]=[C:13]([CH:18]=[CH:17][CH:16]=1)[CH:24]=[O:25].